Task: Predict the reaction yield, written as a fraction of the theoretical maximum amount of product (1.0 means a 100% yield; for example, 0.34 means a 34% yield).. Dataset: Reaction yield outcomes from USPTO patents with 853,638 reactions The reactants are [N+:1]([C:4]1[N:5]=[C:6]2[N:31]([CH:32]=1)[CH2:30][C:8]1([CH2:13][CH2:12][N:11]([C:14](=[O:29])[CH2:15][N:16]3[CH2:21][CH2:20][N:19]([C:22](OC(C)(C)C)=[O:23])[CH2:18][CH2:17]3)[CH2:10][CH2:9]1)[O:7]2)([O-:3])=[O:2].FC(F)(F)C(O)=O.[NH2:40][C:41]1[CH:46]=[CH:45][C:44]([C:47]([F:50])([F:49])[F:48])=[CH:43][CH:42]=1.C(N1C=CN=C1)(N1C=CN=C1)=O. The catalyst is C(Cl)Cl.O.CN(C=O)C. The product is [F:48][C:47]([F:49])([F:50])[C:44]1[CH:43]=[CH:42][C:41]([NH:40][C:22]([N:19]2[CH2:18][CH2:17][N:16]([CH2:15][C:14]([N:11]3[CH2:10][CH2:9][C:8]4([O:7][C:6]5=[N:5][C:4]([N+:1]([O-:3])=[O:2])=[CH:32][N:31]5[CH2:30]4)[CH2:13][CH2:12]3)=[O:29])[CH2:21][CH2:20]2)=[O:23])=[CH:46][CH:45]=1. The yield is 0.590.